From a dataset of Reaction yield outcomes from USPTO patents with 853,638 reactions. Predict the reaction yield, written as a fraction of the theoretical maximum amount of product (1.0 means a 100% yield; for example, 0.34 means a 34% yield). (1) The reactants are Cl[C:2]1[N:7]=[C:6]([O:8][C:9]2[CH:35]=[CH:34][CH:33]=[CH:32][C:10]=2[CH2:11][NH:12][C:13]([NH:15][C:16]2[N:20]([C:21]3[CH:26]=[CH:25][C:24]([CH3:27])=[CH:23][CH:22]=3)[N:19]=[C:18]([C:28]([CH3:31])([CH3:30])[CH3:29])[CH:17]=2)=[O:14])[CH:5]=[CH:4][N:3]=1.[CH2:36]([NH2:40])[CH2:37][CH2:38][CH3:39].C(=O)([O-])[O-].[Na+].[Na+]. The catalyst is C(O)C. The product is [CH2:36]([NH:40][C:2]1[N:7]=[C:6]([O:8][C:9]2[CH:35]=[CH:34][CH:33]=[CH:32][C:10]=2[CH2:11][NH:12][C:13]([NH:15][C:16]2[N:20]([C:21]3[CH:22]=[CH:23][C:24]([CH3:27])=[CH:25][CH:26]=3)[N:19]=[C:18]([C:28]([CH3:29])([CH3:31])[CH3:30])[CH:17]=2)=[O:14])[CH:5]=[CH:4][N:3]=1)[CH2:37][CH2:38][CH3:39]. The yield is 0.0900. (2) The reactants are C([N:8]1[CH2:13][CH2:12][C:11]([C:15]2[CH:20]=[CH:19][CH:18]=[CH:17][C:16]=2[Cl:21])([CH3:14])[CH2:10][CH2:9]1)C1C=CC=CC=1.ClC(OC(Cl)C)=O. The catalyst is ClCCCl. The product is [Cl:21][C:16]1[CH:17]=[CH:18][CH:19]=[CH:20][C:15]=1[C:11]1([CH3:14])[CH2:10][CH2:9][NH:8][CH2:13][CH2:12]1. The yield is 0.720.